This data is from Forward reaction prediction with 1.9M reactions from USPTO patents (1976-2016). The task is: Predict the product of the given reaction. (1) Given the reactants C(O)(C(F)(F)F)=O.[C:8]([CH2:10][C:11]1([N:24]2[CH:28]=[C:27]([C:29]3[C:30]4[CH:37]=[CH:36][N:35](COCC[Si](C)(C)C)[C:31]=4[N:32]=[CH:33][N:34]=3)[CH:26]=[N:25]2)[CH2:14][N:13]([C:15]2[CH:23]=[CH:22][C:18]([C:19]([OH:21])=O)=[CH:17][CH:16]=2)[CH2:12]1)#[N:9].Cl.[CH3:47][CH:48]([NH2:53])[C:49]([F:52])([F:51])[F:50], predict the reaction product. The product is: [C:8]([CH2:10][C:11]1([N:24]2[CH:28]=[C:27]([C:29]3[C:30]4[CH:37]=[CH:36][NH:35][C:31]=4[N:32]=[CH:33][N:34]=3)[CH:26]=[N:25]2)[CH2:14][N:13]([C:15]2[CH:23]=[CH:22][C:18]([C:19]([NH:53][CH:48]([CH3:47])[C:49]([F:52])([F:51])[F:50])=[O:21])=[CH:17][CH:16]=2)[CH2:12]1)#[N:9]. (2) Given the reactants [Cl:1][C:2]1[C:7]2[C:8](=[O:11])[NH:9][CH2:10][C:6]=2[C:5]([F:12])=[C:4]([Cl:13])[N:3]=1.CCN(CC)CC.[C:21](O[C:21]([O:23][C:24]([CH3:27])([CH3:26])[CH3:25])=[O:22])([O:23][C:24]([CH3:27])([CH3:26])[CH3:25])=[O:22], predict the reaction product. The product is: [Cl:1][C:2]1[C:7]2[C:8](=[O:11])[N:9]([C:21]([O:23][C:24]([CH3:27])([CH3:26])[CH3:25])=[O:22])[CH2:10][C:6]=2[C:5]([F:12])=[C:4]([Cl:13])[N:3]=1. (3) Given the reactants C([O:3][C:4]([C:6]1[C:7]2[N:8]([CH:13]=[CH:14][N:15]=2)[N:9]=[C:10]([Cl:12])[CH:11]=1)=O)C.O.[NH2:17][NH2:18], predict the reaction product. The product is: [Cl:12][C:10]1[CH:11]=[C:6]([C:4]([NH:17][NH2:18])=[O:3])[C:7]2[N:8]([CH:13]=[CH:14][N:15]=2)[N:9]=1. (4) Given the reactants F[C:2]1[N:7]=[C:6]([C:8]2([NH:13][C:14]([NH:16][C:17]3[CH:22]=[CH:21][C:20]([C:23]4[CH:28]=[CH:27][N:26]=[C:25]([CH3:29])[CH:24]=4)=[CH:19][CH:18]=3)=[O:15])[CH2:12][CH2:11][CH2:10][CH2:9]2)[CH:5]=[CH:4][CH:3]=1.[CH3:30][O-:31].[Na+].O, predict the reaction product. The product is: [CH3:30][O:31][C:2]1[N:7]=[C:6]([C:8]2([NH:13][C:14]([NH:16][C:17]3[CH:22]=[CH:21][C:20]([C:23]4[CH:28]=[CH:27][N:26]=[C:25]([CH3:29])[CH:24]=4)=[CH:19][CH:18]=3)=[O:15])[CH2:12][CH2:11][CH2:10][CH2:9]2)[CH:5]=[CH:4][CH:3]=1. (5) The product is: [NH2:44][C:42]1[S:43][CH:10]([C:11]([O:13][CH2:14][CH3:15])=[O:12])[CH2:9][C:8]([C:4]2[CH:5]=[CH:6][CH:7]=[C:2]([Br:1])[CH:3]=2)([CH3:17])[N:41]=1. Given the reactants [Br:1][C:2]1[CH:3]=[C:4]([C:8](=[CH2:17])[CH2:9][CH:10](O)[C:11]([O:13][CH2:14][CH3:15])=[O:12])[CH:5]=[CH:6][CH:7]=1.N1C(C)=CC=CC=1C.FC(F)(F)S(OS(C(F)(F)F)(=O)=O)(=O)=O.[NH2:41][C:42]([NH2:44])=[S:43], predict the reaction product. (6) Given the reactants C(OC(=O)[NH:7][CH2:8][C:9]([N:11]1[CH2:16][CH2:15][N:14]([C:17]2[CH:22]=[CH:21][C:20]([O:23][CH3:24])=[C:19]([O:25][CH:26]3[CH2:30][CH2:29][CH2:28][CH2:27]3)[CH:18]=2)[CH2:13][C@@H:12]1[CH2:31][C:32]1[CH:37]=[CH:36][CH:35]=[CH:34][CH:33]=1)=[O:10])(C)(C)C.[ClH:39], predict the reaction product. The product is: [ClH:39].[NH2:7][CH2:8][C:9]([N:11]1[CH2:16][CH2:15][N:14]([C:17]2[CH:22]=[CH:21][C:20]([O:23][CH3:24])=[C:19]([O:25][CH:26]3[CH2:27][CH2:28][CH2:29][CH2:30]3)[CH:18]=2)[CH2:13][C@@H:12]1[CH2:31][C:32]1[CH:37]=[CH:36][CH:35]=[CH:34][CH:33]=1)=[O:10].